From a dataset of Full USPTO retrosynthesis dataset with 1.9M reactions from patents (1976-2016). Predict the reactants needed to synthesize the given product. (1) The reactants are: C([O:3][C:4]([C:6]1[N:7]=[C:8]2[CH:13]=[CH:12][CH:11]=[C:10]([Cl:14])[N:9]2[CH:15]=1)=[O:5])C. Given the product [Cl:14][C:10]1[N:9]2[CH:15]=[C:6]([C:4]([OH:5])=[O:3])[N:7]=[C:8]2[CH:13]=[CH:12][CH:11]=1, predict the reactants needed to synthesize it. (2) The reactants are: [Cl:1][C:2]1[CH:19]=[CH:18][C:5]([C:6]([NH:8][C:9]2[CH:17]=[CH:16][C:12]([C:13]([OH:15])=[O:14])=[CH:11][CH:10]=2)=[O:7])=[CH:4][C:3]=1[NH:20][S:21]([C:24]1[CH:29]=[CH:28][CH:27]=[C:26]([O:30][C:31]([F:34])([F:33])[F:32])[CH:25]=1)(=[O:23])=[O:22].FC(F)(F)O[C:38]1C=C(S(Cl)(=O)=O)C=C[CH:43]=1. Given the product [CH2:38]([O:14][C:13](=[O:15])[C:12]1[CH:16]=[CH:17][C:9]([NH:8][C:6](=[O:7])[C:5]2[CH:18]=[CH:19][C:2]([Cl:1])=[C:3]([NH:20][S:21]([C:24]3[CH:29]=[CH:28][CH:27]=[C:26]([O:30][C:31]([F:32])([F:33])[F:34])[CH:25]=3)(=[O:23])=[O:22])[CH:4]=2)=[CH:10][CH:11]=1)[CH3:43], predict the reactants needed to synthesize it. (3) Given the product [Br:20][CH:2]([CH2:3][CH3:4])[C:1]([C:6]1[CH:11]=[CH:10][C:9]([NH:12][C:13](=[O:15])[CH3:14])=[CH:8][CH:7]=1)=[O:5], predict the reactants needed to synthesize it. The reactants are: [C:1]([C:6]1[CH:11]=[CH:10][C:9]([NH:12][C:13](=[O:15])[CH3:14])=[CH:8][CH:7]=1)(=[O:5])[CH2:2][CH2:3][CH3:4].[Al+3].[Cl-].[Cl-].[Cl-].[Br:20]Br.